Dataset: Reaction yield outcomes from USPTO patents with 853,638 reactions. Task: Predict the reaction yield, written as a fraction of the theoretical maximum amount of product (1.0 means a 100% yield; for example, 0.34 means a 34% yield). (1) The reactants are [CH2:1]([OH:4])[CH2:2][CH3:3].[H-].[Na+].[Br:7][C:8]1[CH:13]=[C:12]([S:14]([CH2:17][CH3:18])(=[O:16])=[O:15])[CH:11]=[CH:10][C:9]=1F.[NH4+].[Cl-]. The catalyst is C1COCC1.CC(=O)OCC. The product is [Br:7][C:8]1[CH:13]=[C:12]([S:14]([CH2:17][CH3:18])(=[O:16])=[O:15])[CH:11]=[CH:10][C:9]=1[O:4][CH2:1][CH2:2][CH3:3]. The yield is 0.523. (2) The reactants are [CH2:1]([NH:3][CH2:4][CH3:5])[CH3:2].[CH2:6](O)[C:7]#[CH:8].[C:10]([CH2:12][C:13]([O:15][CH2:16][CH:17]([CH2:22][CH3:23])[CH2:18][CH2:19][CH2:20][CH3:21])=[O:14])#[N:11].C(O)(=O)C. The catalyst is C1(C)C=CC=CC=1.[O-2].[O-2].[Mn+4].ClCCl. The product is [C:10](/[C:12](=[CH:6]\[CH:7]=[CH:8]\[N:3]([CH2:4][CH3:5])[CH2:1][CH3:2])/[C:13]([O:15][CH2:16][CH:17]([CH2:22][CH3:23])[CH2:18][CH2:19][CH2:20][CH3:21])=[O:14])#[N:11]. The yield is 0.230.